This data is from Forward reaction prediction with 1.9M reactions from USPTO patents (1976-2016). The task is: Predict the product of the given reaction. (1) Given the reactants [CH3:1][C:2]1[N:3]=[C:4]([NH2:8])[S:5][C:6]=1[CH3:7].Cl[C:10]1[C:19]2=[N:20][N:21](CC3C=CC(OC)=CC=3)[CH:22]=[C:18]2[C:17]2[CH:16]=[C:15]([O:32][CH3:33])[CH:14]=[CH:13][C:12]=2[N:11]=1, predict the reaction product. The product is: [CH3:1][C:2]1[N:3]=[C:4]([NH:8][C:10]2[C:19]3=[N:20][NH:21][CH:22]=[C:18]3[C:17]3[CH:16]=[C:15]([O:32][CH3:33])[CH:14]=[CH:13][C:12]=3[N:11]=2)[S:5][C:6]=1[CH3:7]. (2) The product is: [F:16][CH:14]([F:15])[C@@:7]([NH:6][S@:4]([C:2]([CH3:3])([CH3:1])[CH3:24])=[O:5])([C:17]1[CH:22]=[CH:21][CH:20]=[CH:19][C:18]=1[F:23])[CH2:8][CH:9]=[O:10]. Given the reactants [CH3:1][C:2]([CH3:24])([S@@:4]([NH:6][C@@:7]([C:17]1[CH:22]=[CH:21][CH:20]=[CH:19][C:18]=1[F:23])([CH:14]([F:16])[F:15])[CH2:8][C:9](OCC)=[O:10])=[O:5])[CH3:3].CC(C[AlH]CC(C)C)C, predict the reaction product. (3) The product is: [F:48][C:47]([F:50])([F:49])[C:45]([OH:51])=[O:46].[CH2:9]([C:5]1[CH:6]=[CH:7][CH:8]=[C:3]([CH2:1][CH3:2])[C:4]=1[NH:11][C:12]([C:14]1[C:18]2[CH2:19][CH2:20][CH2:21][C:22]3[C:23](=[N:24][C:25]([NH:28][C:29]4[CH:41]=[CH:40][C:32]([C:33]([OH:35])=[O:34])=[CH:31][C:30]=4[O:42][CH3:43])=[N:26][CH:27]=3)[C:17]=2[N:16]([CH3:44])[N:15]=1)=[O:13])[CH3:10]. Given the reactants [CH2:1]([C:3]1[CH:8]=[CH:7][CH:6]=[C:5]([CH2:9][CH3:10])[C:4]=1[NH:11][C:12]([C:14]1[C:18]2[CH2:19][CH2:20][CH2:21][C:22]3[C:23](=[N:24][C:25]([NH:28][C:29]4[CH:41]=[CH:40][C:32]([C:33]([O:35]C(C)(C)C)=[O:34])=[CH:31][C:30]=4[O:42][CH3:43])=[N:26][CH:27]=3)[C:17]=2[N:16]([CH3:44])[N:15]=1)=[O:13])[CH3:2].[C:45]([OH:51])([C:47]([F:50])([F:49])[F:48])=[O:46], predict the reaction product. (4) The product is: [NH:30]1[C:31]2[C:27](=[CH:26][CH:25]=[CH:33][CH:32]=2)[C:28]([I:1])=[CH:29]1. Given the reactants [I-:1].[I-].C1([PH+](C2C=CC=CC=2)C2C=CC=CC=2)C=CC=CC=1.[OH-].[K+].F[C:25]1[CH:26]=[C:27]2[C:31](=[CH:32][CH:33]=1)[NH:30][CH:29]=[CH:28]2.II.OS([O-])=O.[Na+].[NH4+].[OH-], predict the reaction product. (5) The product is: [CH3:1][O:2][C:3]1[CH:4]=[C:5]([CH:6]=[CH:14][C:15]([OH:17])=[O:16])[CH:8]=[C:9]([O:11][CH3:12])[CH:10]=1. Given the reactants [CH3:1][O:2][C:3]1[CH:4]=[C:5]([CH:8]=[C:9]([O:11][CH3:12])[CH:10]=1)[CH:6]=O.C(O)(=O)[CH2:14][C:15]([OH:17])=[O:16].N1CCCCC1, predict the reaction product. (6) Given the reactants [C:1]([O:5][C:6](=[O:18])[CH2:7][N:8]1[C:16]2[C:11](=[CH:12][CH:13]=[C:14]([OH:17])[CH:15]=2)[CH:10]=[CH:9]1)([CH3:4])([CH3:3])[CH3:2].[CH3:19][C:20]1[S:24][C:23]([C:25]2[CH:30]=[CH:29][CH:28]=[CH:27][CH:26]=2)=[N:22][C:21]=1[CH2:31][CH2:32]O.C1(P(C2C=CC=CC=2)C2C=CC=CC=2)C=CC=CC=1.N(C(OC(C)(C)C)=O)=NC(OC(C)(C)C)=O, predict the reaction product. The product is: [C:1]([O:5][C:6](=[O:18])[CH2:7][N:8]1[C:16]2[C:11](=[CH:12][CH:13]=[C:14]([O:17][CH2:32][CH2:31][C:21]3[N:22]=[C:23]([C:25]4[CH:30]=[CH:29][CH:28]=[CH:27][CH:26]=4)[S:24][C:20]=3[CH3:19])[CH:15]=2)[CH:10]=[CH:9]1)([CH3:4])([CH3:2])[CH3:3].